From a dataset of Reaction yield outcomes from USPTO patents with 853,638 reactions. Predict the reaction yield, written as a fraction of the theoretical maximum amount of product (1.0 means a 100% yield; for example, 0.34 means a 34% yield). (1) The reactants are [NH:1]1[C:9]2[CH2:8][CH2:7][CH2:6][CH2:5][C:4]=2[CH:3]=[CH:2]1.[Cl:10][C:11]([Cl:16])([Cl:15])[C:12](Cl)=[O:13]. The catalyst is ClCCCl. The product is [Cl:10][C:11]([Cl:16])([Cl:15])[C:12]([C:2]1[NH:1][C:9]2[CH2:8][CH2:7][CH2:6][CH2:5][C:4]=2[CH:3]=1)=[O:13]. The yield is 1.00. (2) The yield is 0.820. The catalyst is CN(C=O)C.CCOCC. The reactants are [OH:1][CH:2]([CH2:9][CH2:10][CH3:11])[CH2:3][C:4]([O:6][CH2:7][CH3:8])=[O:5].N1C=CN=C1.[Si:17](Cl)([C:20]([CH3:23])([CH3:22])[CH3:21])([CH3:19])[CH3:18]. The product is [Si:17]([O:1][CH:2]([CH2:9][CH2:10][CH3:11])[CH2:3][C:4]([O:6][CH2:7][CH3:8])=[O:5])([C:20]([CH3:23])([CH3:22])[CH3:21])([CH3:19])[CH3:18]. (3) The reactants are [NH2:1][C@H:2]1[CH2:7][CH2:6][C@H:5]([C:8](O)=[O:9])[CH2:4][CH2:3]1.[H-].COCCO[Al+]OCCOC.[Na+].[H-].C1(C)C=CC=CC=1.[OH-].[Na+]. The catalyst is C1(C)C=CC=CC=1. The product is [NH2:1][C@H:2]1[CH2:7][CH2:6][C@H:5]([CH2:8][OH:9])[CH2:4][CH2:3]1. The yield is 0.600. (4) The reactants are [H-].C([Al+]CC(C)C)C(C)C.C[O:12][C:13]([C:15]1([OH:38])[CH2:20][C@@H:19]([O:21][Si:22]([C:25]([CH3:28])([CH3:27])[CH3:26])([CH3:24])[CH3:23])[C:18](=[CH2:29])[C@H:17]([O:30][Si:31]([C:34]([CH3:37])([CH3:36])[CH3:35])([CH3:33])[CH3:32])[CH2:16]1)=O. The catalyst is CCOCC. The product is [Si:22]([O:21][C@H:19]1[C:18](=[CH2:29])[C@H:17]([O:30][Si:31]([C:34]([CH3:37])([CH3:36])[CH3:35])([CH3:33])[CH3:32])[CH2:16][C:15]([CH2:13][OH:12])([OH:38])[CH2:20]1)([C:25]([CH3:27])([CH3:28])[CH3:26])([CH3:24])[CH3:23]. The yield is 0.240. (5) The reactants are [F:1][C:2]1[C:3]([N+:9]([O-:11])=[O:10])=[C:4]([CH:6]=[CH:7][CH:8]=1)[NH2:5].[Br:12]N1C(=O)CCC1=O. The catalyst is CN(C=O)C.CCOC(C)=O. The product is [Br:12][C:8]1[CH:7]=[CH:6][C:4]([NH2:5])=[C:3]([N+:9]([O-:11])=[O:10])[C:2]=1[F:1]. The yield is 0.970.